Task: Predict the reaction yield, written as a fraction of the theoretical maximum amount of product (1.0 means a 100% yield; for example, 0.34 means a 34% yield).. Dataset: Reaction yield outcomes from USPTO patents with 853,638 reactions (1) The reactants are [NH2:1][CH2:2][CH2:3][C:4]1[CH:9]=[CH:8][C:7]([OH:10])=[CH:6][CH:5]=1.[C:11](O[C:11]([O:12][C:13]([CH3:16])([CH3:15])[CH3:14])=[O:17])(=[O:17])[O:12][C:13]([CH3:16])([CH3:15])[CH3:14]. The catalyst is C1COCC1. The product is [OH:10][C:7]1[CH:8]=[CH:9][C:4]([CH2:3][CH2:2][NH:1][C:11](=[O:17])[O:12][C:13]([CH3:16])([CH3:15])[CH3:14])=[CH:5][CH:6]=1. The yield is 0.950. (2) The reactants are [C@@H:1]1([NH:10][C:11]2[C:12]3[CH:19]=[CH:18][N:17]([C@@H:20]4[CH2:24][C@@H:23]([CH2:25][OH:26])[CH:22]=[CH:21]4)[C:13]=3[N:14]=[CH:15][N:16]=2)[C:9]2[C:4](=[CH:5][CH:6]=[CH:7][CH:8]=2)[CH2:3][CH2:2]1.N1C=CC=CC=1.Cl[S:34]([NH2:37])(=[O:36])=[O:35]. The catalyst is C(C#N)(C)=O. The yield is 0.660. The product is [S:34](=[O:36])(=[O:35])([O:26][CH2:25][C@@H:23]1[CH2:24][C@@H:20]([N:17]2[C:13]3[N:14]=[CH:15][N:16]=[C:11]([NH:10][C@@H:1]4[C:9]5[C:4](=[CH:5][CH:6]=[CH:7][CH:8]=5)[CH2:3][CH2:2]4)[C:12]=3[CH:19]=[CH:18]2)[CH:21]=[CH:22]1)[NH2:37]. (3) The reactants are [C:1]([C:3]1[CH:8]=[CH:7][C:6]([C:9]2[CH2:14][CH2:13][N:12]([C:15]([O:17][C:18]([CH3:21])([CH3:20])[CH3:19])=[O:16])[CH2:11][CH:10]=2)=[CH:5][CH:4]=1)#[N:2]. The catalyst is C(OCC)(=O)C. The product is [C:1]([C:3]1[CH:4]=[CH:5][C:6]([CH:9]2[CH2:10][CH2:11][N:12]([C:15]([O:17][C:18]([CH3:21])([CH3:20])[CH3:19])=[O:16])[CH2:13][CH2:14]2)=[CH:7][CH:8]=1)#[N:2]. The yield is 0.400. (4) The product is [ClH:1].[C:36]([O:34][CH2:33][C:32]1[N:27]2[C:26](=[O:35])[N:25]([CH:22]3[CH2:21][CH2:20][N:19]([C:17](=[O:18])[CH2:16][CH2:15][S:12]([C:7]4[CH:6]=[CH:5][C:4]5[C:9](=[CH:10][CH:11]=[C:2]([Cl:1])[CH:3]=5)[CH:8]=4)(=[O:13])=[O:14])[CH2:24][CH2:23]3)[CH2:29][C:28]2=[CH:30][N:31]=1)(=[O:38])[CH3:37]. The reactants are [Cl:1][C:2]1[CH:3]=[C:4]2[C:9](=[CH:10][CH:11]=1)[CH:8]=[C:7]([S:12]([CH2:15][CH2:16][C:17]([N:19]1[CH2:24][CH2:23][CH:22]([N:25]3[CH2:29][C:28]4=[CH:30][N:31]=[C:32]([CH2:33][OH:34])[N:27]4[C:26]3=[O:35])[CH2:21][CH2:20]1)=[O:18])(=[O:14])=[O:13])[CH:6]=[CH:5]2.[C:36](OC(=O)C)(=[O:38])[CH3:37].N1C=CC=CC=1.O. The catalyst is ClCCl. The yield is 0.650. (5) The reactants are [H-].[Na+].[Br:3][C:4]1[CH:5]=[C:6]([OH:11])[C:7](=[CH:9][CH:10]=1)[OH:8].Cl.Cl[CH2:14][CH2:15][N:16]1[CH2:21][CH2:20][O:19][CH2:18][CH2:17]1.[OH2:22]. The catalyst is CN(C=O)C. The product is [O:19]1[CH2:20][CH2:21][N:16]([CH2:15][CH2:14][O:11][C:6]2[CH:5]=[C:4]([Br:3])[CH:10]=[CH:9][C:7]=2[O:8][CH2:14][CH2:15][N:16]2[CH2:21][CH2:20][O:22][CH2:18][CH2:17]2)[CH2:17][CH2:18]1. The yield is 0.360. (6) The reactants are [CH2:1]([O:3][C:4](=[O:31])[C:5]([O:8][C:9]1[CH:14]=[CH:13][C:12]([O:15][CH2:16][CH2:17][C:18]2[N:19]=[C:20]([C:24]3[CH:29]=[CH:28][C:27](Br)=[CH:26][CH:25]=3)[O:21][C:22]=2[CH3:23])=[CH:11][CH:10]=1)([CH3:7])[CH3:6])[CH3:2].[C:32]([O:36][C:37]([N:39]1[CH:43]=[CH:42][CH:41]=[C:40]1B(O)O)=[O:38])([CH3:35])([CH3:34])[CH3:33].C(O)C.C([O-])([O-])=O.[Na+].[Na+]. The catalyst is C1(C)C=CC=CC=1.C1C=CC([P]([Pd]([P](C2C=CC=CC=2)(C2C=CC=CC=2)C2C=CC=CC=2)([P](C2C=CC=CC=2)(C2C=CC=CC=2)C2C=CC=CC=2)[P](C2C=CC=CC=2)(C2C=CC=CC=2)C2C=CC=CC=2)(C2C=CC=CC=2)C2C=CC=CC=2)=CC=1.C(OCC)(=O)C. The product is [C:32]([O:36][C:37]([N:39]1[CH:43]=[CH:42][CH:41]=[C:40]1[C:27]1[CH:28]=[CH:29][C:24]([C:20]2[O:21][C:22]([CH3:23])=[C:18]([CH2:17][CH2:16][O:15][C:12]3[CH:13]=[CH:14][C:9]([O:8][C:5]([C:4]([O:3][CH2:1][CH3:2])=[O:31])([CH3:7])[CH3:6])=[CH:10][CH:11]=3)[N:19]=2)=[CH:25][CH:26]=1)=[O:38])([CH3:35])([CH3:33])[CH3:34]. The yield is 0.920. (7) The reactants are [F:1][C:2]1[CH:7]=[CH:6][CH:5]=[C:4]([F:8])[C:3]=1[S:9]([NH:12][C:13]1[CH:14]=[CH:15][C:16]([F:23])=[C:17]([CH:22]=1)[C:18]([O:20]C)=O)(=[O:11])=[O:10].[Cl-:24].[N:25]1C=CC=[N:27][CH:26]=1.[CH2:31]1[CH2:35]O[CH2:33][CH2:32]1. No catalyst specified. The product is [Cl:24][C:26]1[N:27]=[C:31]([CH2:35][C:18]([C:17]2[CH:22]=[C:13]([NH:12][S:9]([C:3]3[C:2]([F:1])=[CH:7][CH:6]=[CH:5][C:4]=3[F:8])(=[O:11])=[O:10])[CH:14]=[CH:15][C:16]=2[F:23])=[O:20])[CH:32]=[CH:33][N:25]=1. The yield is 0.505.